This data is from Full USPTO retrosynthesis dataset with 1.9M reactions from patents (1976-2016). The task is: Predict the reactants needed to synthesize the given product. (1) Given the product [CH:2]1[CH:3]=[CH:4][C:5]([CH:8]([N:16]2[CH2:21][CH2:20][N:19]([CH2:22][CH2:23][O:24][CH2:25][C:26]([OH:28])=[O:27])[CH2:18][CH2:17]2)[C:9]2[CH:10]=[CH:11][C:12]([Cl:15])=[CH:13][CH:14]=2)=[CH:6][CH:7]=1, predict the reactants needed to synthesize it. The reactants are: Cl.[CH:2]1[CH:3]=[CH:4][C:5]([CH:8]([N:16]2[CH2:21][CH2:20][N:19]([CH2:22][CH2:23][O:24][CH2:25][C:26]([OH:28])=[O:27])[CH2:18][CH2:17]2)[C:9]2[CH:10]=[CH:11][C:12]([Cl:15])=[CH:13][CH:14]=2)=[CH:6][CH:7]=1.Cl.Cl. (2) Given the product [Cl:1][C:2]1[C:10]2[N:9]=[C:8]3[N:11]([C:16]4[CH:21]=[CH:20][C:19]([S:22]([CH3:23])=[O:38])=[CH:18][C:17]=4[CH3:24])[CH2:12][CH2:13][CH2:14][CH2:15][N:7]3[C:6]=2[C:5]([CH:25]([CH2:28][CH3:29])[CH2:26][CH3:27])=[CH:4][CH:3]=1, predict the reactants needed to synthesize it. The reactants are: [Cl:1][C:2]1[C:10]2[N:9]=[C:8]3[N:11]([C:16]4[CH:21]=[CH:20][C:19]([S:22][CH3:23])=[CH:18][C:17]=4[CH3:24])[CH2:12][CH2:13][CH2:14][CH2:15][N:7]3[C:6]=2[C:5]([CH:25]([CH2:28][CH3:29])[CH2:26][CH3:27])=[CH:4][CH:3]=1.ClC1C=CC=C(C(OO)=[O:38])C=1.C(=O)([O-])O.[Na+]. (3) Given the product [O:17]1[C:21]2[CH:22]=[CH:23][CH:24]=[CH:25][C:20]=2[C:19]([CH2:26][CH2:27][NH:28][C:11]([C:8]2[CH:7]=[C:6]([CH2:5][C:4]3[CH:14]=[CH:15][CH:16]=[C:2]([F:1])[CH:3]=3)[O:10][N:9]=2)=[O:13])=[CH:18]1, predict the reactants needed to synthesize it. The reactants are: [F:1][C:2]1[CH:3]=[C:4]([CH:14]=[CH:15][CH:16]=1)[CH2:5][C:6]1[O:10][N:9]=[C:8]([C:11]([OH:13])=O)[CH:7]=1.[O:17]1[C:21]2[CH:22]=[CH:23][CH:24]=[CH:25][C:20]=2[C:19]([CH2:26][CH2:27][NH2:28])=[CH:18]1.CN(C(ON1N=NC2C=CC=NC1=2)=[N+](C)C)C.F[P-](F)(F)(F)(F)F.C(N(CC)C(C)C)(C)C. (4) Given the product [C:14]([N:77]1[CH:76]([C:74]([NH:73][C@@H:57]([CH2:58][C:59]2[CH:60]=[CH:61][C:62]([C:65]3[CH:70]=[CH:69][C:68]([C:71]#[N:72])=[CH:67][CH:66]=3)=[CH:63][CH:64]=2)[C:56]([OH:55])=[O:110])=[O:75])[CH2:89][C:88]2[CH:87]=[C:86]3[C:81]([O:82][C@@H:83]([C:91]4[CH:96]=[CH:95][C:94]([O:97][CH2:98][C:99]5[CH:104]=[CH:103][C:102]([Cl:105])=[C:101]([C:106]([F:109])([F:107])[F:108])[CH:100]=5)=[CH:93][CH:92]=4)[C:84](=[O:90])[NH:85]3)=[CH:80][C:79]=2[CH2:78]1)(=[O:13])[C:46]1[CH:51]=[CH:50][CH:49]=[CH:48][CH:47]=1, predict the reactants needed to synthesize it. The reactants are: C(OC(N1C(C(=O)N[C@H](C(OC)=O)CC2C=CC(C3C=CC(C#N)=CC=3)=CC=2)CC2C=C3C([O:13][C@@H:14]([C:46]4[CH:51]=[CH:50][C:49](O)=[CH:48][CH:47]=4)C(=O)N3)=CC=2C1)=O)(C)(C)C.Cl.C[O:55][C:56](=[O:110])[C@@H:57]([NH:73][C:74]([CH:76]1[CH2:89][C:88]2[CH:87]=[C:86]3[C:81]([O:82][C@@H:83]([C:91]4[CH:96]=[CH:95][C:94]([O:97][CH2:98][C:99]5[CH:104]=[CH:103][C:102]([Cl:105])=[C:101]([C:106]([F:109])([F:108])[F:107])[CH:100]=5)=[CH:93][CH:92]=4)[C:84](=[O:90])[NH:85]3)=[CH:80][C:79]=2[CH2:78][NH:77]1)=[O:75])[CH2:58][C:59]1[CH:64]=[CH:63][C:62]([C:65]2[CH:70]=[CH:69][C:68]([C:71]#[N:72])=[CH:67][CH:66]=2)=[CH:61][CH:60]=1.